The task is: Predict the reactants needed to synthesize the given product.. This data is from Full USPTO retrosynthesis dataset with 1.9M reactions from patents (1976-2016). (1) Given the product [C:45]([CH2:44][CH2:43][C:38]1[CH:39]=[CH:40][CH:41]=[CH:42][C:37]=1[O:36][CH2:35][CH2:34][O:33][CH:18]1[CH:17]([C:14]2[CH:13]=[CH:12][C:11]([O:10][CH2:9][CH2:8][CH2:7][O:6][CH2:5][C:4]3[CH:49]=[CH:50][CH:51]=[CH:52][C:3]=3[O:2][CH3:1])=[CH:16][CH:15]=2)[CH2:22][CH2:21][N:20]([C:23]([O:25][CH2:26][C:27]2[CH:32]=[CH:31][CH:30]=[CH:29][CH:28]=2)=[O:24])[CH2:19]1)([OH:47])=[O:46], predict the reactants needed to synthesize it. The reactants are: [CH3:1][O:2][C:3]1[CH:52]=[CH:51][CH:50]=[CH:49][C:4]=1[CH2:5][O:6][CH2:7][CH2:8][CH2:9][O:10][C:11]1[CH:16]=[CH:15][C:14]([CH:17]2[CH2:22][CH2:21][N:20]([C:23]([O:25][CH2:26][C:27]3[CH:32]=[CH:31][CH:30]=[CH:29][CH:28]=3)=[O:24])[CH2:19][CH:18]2[O:33][CH2:34][CH2:35][O:36][C:37]2[CH:42]=[CH:41][CH:40]=[CH:39][C:38]=2[CH2:43][CH2:44][C:45]([O:47]C)=[O:46])=[CH:13][CH:12]=1.[OH-].[Na+].Cl. (2) Given the product [Cl:1][C:2]1[CH:15]=[C:14]([F:16])[C:13]([N:17]2[C:22](=[O:23])[CH:21]=[C:20]([C:24]([F:25])([F:26])[F:27])[N:19]([CH3:28])[C:18]2=[O:29])=[CH:12][C:3]=1[O:4][C:5]1[CH:10]=[CH:9][CH:8]=[CH:7][C:6]=1[O:11][CH2:37][C:38]([O:40][C:41]([CH3:44])([CH3:43])[CH3:42])=[O:39], predict the reactants needed to synthesize it. The reactants are: [Cl:1][C:2]1[CH:15]=[C:14]([F:16])[C:13]([N:17]2[C:22](=[O:23])[CH:21]=[C:20]([C:24]([F:27])([F:26])[F:25])[N:19]([CH3:28])[C:18]2=[O:29])=[CH:12][C:3]=1[O:4][C:5]1[CH:10]=[CH:9][CH:8]=[CH:7][C:6]=1[OH:11].C(=O)([O-])[O-].[K+].[K+].Cl[CH2:37][C:38]([O:40][C:41]([CH3:44])([CH3:43])[CH3:42])=[O:39].[Cl-].[Na+]. (3) Given the product [OH:8]/[N:9]=[C:10]1\[CH2:11][CH2:12][C:13]2[C:18]\1=[CH:17][CH:16]=[C:15]([NH:19][C:20]1[C:28]3[C:23](=[CH:24][N:25]=[CH:26][CH:27]=3)[S:22][C:21]=1[C:29]([OH:31])=[O:30])[CH:14]=2, predict the reactants needed to synthesize it. The reactants are: [Si]([O:8]/[N:9]=[C:10]1\[CH2:11][CH2:12][C:13]2[C:18]\1=[CH:17][CH:16]=[C:15]([NH:19][C:20]1[C:28]3[C:23](=[CH:24][N:25]=[CH:26][CH:27]=3)[S:22][C:21]=1[C:29]([O:31]CC)=[O:30])[CH:14]=2)(C(C)(C)C)(C)C.O[Li].O. (4) Given the product [C:1]([C:5]1[CH:6]=[C:7](/[CH:8]=[C:28](/[S:25]([C:22]2[CH:23]=[CH:24][C:19]([F:18])=[CH:20][CH:21]=2)(=[O:27])=[O:26])\[C:29]#[N:30])[CH:10]=[C:11]([C:14]([CH3:17])([CH3:16])[CH3:15])[C:12]=1[OH:13])([CH3:4])([CH3:3])[CH3:2], predict the reactants needed to synthesize it. The reactants are: [C:1]([C:5]1[CH:6]=[C:7]([CH:10]=[C:11]([C:14]([CH3:17])([CH3:16])[CH3:15])[C:12]=1[OH:13])[CH:8]=O)([CH3:4])([CH3:3])[CH3:2].[F:18][C:19]1[CH:24]=[CH:23][C:22]([S:25]([CH:28]([N+]([O-])=O)[C:29]#[N:30])(=[O:27])=[O:26])=[CH:21][CH:20]=1. (5) Given the product [N:1]1[CH:6]=[C:5]([C:7]2[CH:14]=[CH:13][C:10](/[CH:11]=[CH:24]/[CH:25]=[O:26])=[CH:9][CH:8]=2)[CH:4]=[N:3][CH:2]=1, predict the reactants needed to synthesize it. The reactants are: [N:1]1[CH:6]=[C:5]([C:7]2[CH:14]=[CH:13][C:10]([CH:11]=O)=[CH:9][CH:8]=2)[CH:4]=[N:3][CH:2]=1.N1C=CC=CC=1C1C=C[C:24]([CH:25]=[O:26])=CC=1. (6) Given the product [OH:18][C:4]1[CH:3]=[C:2]([CH:21]=[CH:20][C:19]([NH2:23])=[O:22])[C:10]2[O:9][C:8]([C:11]3[CH:16]=[CH:15][C:14]([OH:17])=[CH:13][CH:12]=3)=[CH:7][C:6]=2[CH:5]=1, predict the reactants needed to synthesize it. The reactants are: Br[C:2]1[C:10]2[O:9][C:8]([C:11]3[CH:16]=[CH:15][C:14]([OH:17])=[CH:13][CH:12]=3)=[CH:7][C:6]=2[CH:5]=[C:4]([OH:18])[CH:3]=1.[C:19]([NH2:23])(=[O:22])[CH:20]=[CH2:21].C1(C)C=CC=CC=1P(C1C=CC=CC=1C)C1C=CC=CC=1C.Cl. (7) Given the product [CH3:10][O:9][CH2:8][CH2:7][C:1]1[CH:6]=[CH:5][CH:4]=[CH:3][CH:2]=1, predict the reactants needed to synthesize it. The reactants are: [C:1]1([CH2:7][CH:8]=[O:9])[CH:6]=[CH:5][CH:4]=[CH:3][CH:2]=1.[CH:10]([O-])([O-])OC.[H][H]. (8) Given the product [CH:11]1[C:12]2[S:13][C:14]3[C:5](=[CH:4][CH:3]=[CH:2][CH:1]=3)[S:6](=[O:16])[C:7]=2[CH:8]=[CH:9][CH:10]=1, predict the reactants needed to synthesize it. The reactants are: [CH:1]1[C:14]2[S:13][C:12]3[C:7](=[CH:8][CH:9]=[CH:10][CH:11]=3)[S:6][C:5]=2[CH:4]=[CH:3][CH:2]=1.[N+]([O-])(O)=[O:16].